From a dataset of Forward reaction prediction with 1.9M reactions from USPTO patents (1976-2016). Predict the product of the given reaction. (1) Given the reactants C[NH:2][C:3]1[N:8]=[C:7]([NH:9]C)[N:6]=[C:5]([NH:11]C)[N:4]=1.[CH2:13]=[O:14], predict the reaction product. The product is: [CH2:13]=[O:14].[N:4]1[C:5]([NH2:11])=[N:6][C:7]([NH2:9])=[N:8][C:3]=1[NH2:2]. (2) Given the reactants [Cl:1][C:2]1[N:7]=[C:6]([C:8]2[CH:9]=[C:10]([CH:13]=[CH:14][CH:15]=2)[CH:11]=O)[CH:5]=[CH:4][N:3]=1.[CH2:16]([O:23][C:24]([N:26]1[CH2:31][CH2:30][NH:29][CH2:28][CH:27]1[C:32]#[N:33])=[O:25])[C:17]1[CH:22]=[CH:21][CH:20]=[CH:19][CH:18]=1, predict the reaction product. The product is: [CH2:16]([O:23][C:24]([N:26]1[CH2:31][CH2:30][N:29]([CH2:11][C:10]2[CH:13]=[CH:14][CH:15]=[C:8]([C:6]3[CH:5]=[CH:4][N:3]=[C:2]([Cl:1])[N:7]=3)[CH:9]=2)[CH2:28][CH:27]1[C:32]#[N:33])=[O:25])[C:17]1[CH:22]=[CH:21][CH:20]=[CH:19][CH:18]=1. (3) The product is: [C:4]([Si:1]([CH3:2])([CH3:3])[O:8][CH2:9][C:10]1([O:14][C:15]2[CH:16]=[C:17]([CH:35]=[C:36]([C:38](=[O:46])[NH:39][C:40]3[CH:44]=[CH:43][N:42]([CH3:45])[N:41]=3)[CH:37]=2)[O:18][C:19]2[N:20]=[CH:21][C:22]([C:25]3[O:29][N:28]=[C:27]([C:30]([NH:53][CH3:52])=[O:32])[N:26]=3)=[N:23][CH:24]=2)[CH2:13][CH2:12][CH2:11]1)([CH3:7])([CH3:5])[CH3:6]. Given the reactants [Si:1]([O:8][CH2:9][C:10]1([O:14][C:15]2[CH:16]=[C:17]([CH:35]=[C:36]([C:38](=[O:46])[NH:39][C:40]3[CH:44]=[CH:43][N:42]([CH3:45])[N:41]=3)[CH:37]=2)[O:18][C:19]2[N:20]=[CH:21][C:22]([C:25]3[O:29][N:28]=[C:27]([C:30]([O:32]CC)=O)[N:26]=3)=[N:23][CH:24]=2)[CH2:13][CH2:12][CH2:11]1)([C:4]([CH3:7])([CH3:6])[CH3:5])([CH3:3])[CH3:2].C1COCC1.[CH3:52][NH2:53].C1COCC1, predict the reaction product. (4) The product is: [Br:1][C:2]1[CH:15]=[CH:14][C:13]2[O:12][C@@H:11]3[C@H:6]([CH2:7][N:8]([C:26]([O:27][CH2:28][C:29]4[CH:34]=[CH:33][CH:32]=[CH:31][CH:30]=4)=[O:35])[CH2:9][CH2:10]3)[C:5](=[CH2:25])[C:4]=2[CH:3]=1. Given the reactants [Br:1][C:2]1[CH:15]=[CH:14][C:13]2[O:12][C@@H:11]3[C@H:6]([CH2:7][N:8](CC4C=CC(OC)=CC=4)[CH2:9][CH2:10]3)[C:5](=[CH2:25])[C:4]=2[CH:3]=1.[C:26](Cl)(=[O:35])[O:27][CH2:28][C:29]1[CH:34]=[CH:33][CH:32]=[CH:31][CH:30]=1, predict the reaction product. (5) Given the reactants [Si]([O:8][CH2:9][C:10]1([CH:14]([OH:16])[CH3:15])[CH2:13][CH2:12][CH2:11]1)(C(C)(C)C)(C)C.[F-].C([N+](CCCC)(CCCC)CCCC)CCC.Cl, predict the reaction product. The product is: [OH:8][CH2:9][C:10]1([CH:14]([OH:16])[CH3:15])[CH2:13][CH2:12][CH2:11]1.